This data is from Reaction yield outcomes from USPTO patents with 853,638 reactions. The task is: Predict the reaction yield, written as a fraction of the theoretical maximum amount of product (1.0 means a 100% yield; for example, 0.34 means a 34% yield). (1) The reactants are [C:1]([O:5][C:6]([N:8]1[CH:12]=[CH:11][CH:10]=[C:9]1[C:13]1[CH:25]=[CH:24][C:16]2[NH:17][C:18](=[O:23])[O:19][C:20]([CH3:22])([CH3:21])[C:15]=2[CH:14]=1)=[O:7])([CH3:4])([CH3:3])[CH3:2].ClS([N:30]=[C:31]=O)(=O)=O.CN(C=O)C.O. The catalyst is C1COCC1. The product is [C:1]([O:5][C:6]([N:8]1[C:12]([C:31]#[N:30])=[CH:11][CH:10]=[C:9]1[C:13]1[CH:25]=[CH:24][C:16]2[NH:17][C:18](=[O:23])[O:19][C:20]([CH3:22])([CH3:21])[C:15]=2[CH:14]=1)=[O:7])([CH3:4])([CH3:2])[CH3:3]. The yield is 0.520. (2) The reactants are BrC1C=CC(O)=C([C:8]2[CH:17]=[CH:16][C:15]3[C:10](=[CH:11][CH:12]=[C:13]([C:18]4[N:22]([CH:23]5[CH2:28][CH2:27][CH2:26][CH2:25][CH2:24]5)[C:21]5[CH:29]=[CH:30][C:31]([C:33]([OH:35])=[O:34])=[CH:32][C:20]=5[N:19]=4)[CH:14]=3)[N:9]=2)C=1.[OH:37][CH2:38][CH2:39][CH2:40]C(=O)C.[OH-].[K+]. The catalyst is C(O)C. The product is [CH:23]1([N:22]2[C:21]3[CH:29]=[CH:30][C:31]([C:33]([OH:35])=[O:34])=[CH:32][C:20]=3[N:19]=[C:18]2[C:13]2[CH:14]=[C:15]3[C:10](=[CH:11][CH:12]=2)[N:9]=[C:8]([CH2:40][CH2:39][CH2:38][OH:37])[CH:17]=[CH:16]3)[CH2:28][CH2:27][CH2:26][CH2:25][CH2:24]1. The yield is 0.900. (3) The reactants are Br[C:2]1[C:7](=[O:8])[NH:6][C:4](=[O:5])[C:3]=1Br.C(=O)([O-])O.[Na+].[C:15]1([SH:21])[CH:20]=[CH:19][CH:18]=[CH:17][CH:16]=1. The catalyst is CO. The product is [C:15]1([S:21][C:3]2[C:4](=[O:5])[NH:6][C:7](=[O:8])[C:2]=2[S:21][C:15]2[CH:20]=[CH:19][CH:18]=[CH:17][CH:16]=2)[CH:20]=[CH:19][CH:18]=[CH:17][CH:16]=1. The yield is 0.750. (4) The reactants are [CH:1]1[C:14]2[C:5](=[CH:6][C:7]3[C:12]([C:13]=2[CH2:15][O:16][C:17](=[O:25])[NH:18][CH2:19][CH2:20][O:21][CH2:22][CH2:23][OH:24])=[CH:11][CH:10]=[CH:9][CH:8]=3)[CH:4]=[CH:3][CH:2]=1.[H-].[Na+].C1COCC1.[Cl:33][CH2:34][CH2:35][CH2:36][CH2:37]I. The catalyst is CCCCCCC.C(OCC)(=O)C. The product is [CH:11]1[C:12]2[C:7](=[CH:6][C:5]3[C:14]([C:13]=2[CH2:15][O:16][C:17](=[O:25])[NH:18][CH2:19][CH2:20][O:21][CH2:22][CH2:23][O:24][CH2:37][CH2:36][CH2:35][CH2:34][Cl:33])=[CH:1][CH:2]=[CH:3][CH:4]=3)[CH:8]=[CH:9][CH:10]=1. The yield is 0.320. (5) The reactants are [CH:1]1([CH2:6][OH:7])[CH2:5][CH2:4][CH2:3][CH2:2]1.F[C:9]1[CH:14]=[CH:13][CH:12]=[CH:11][C:10]=1[N+:15]([O-:17])=[O:16].[CH:18]1([CH2:23][O:24][C:25]2[CH:31]=[CH:30][CH:29]=[CH:28][C:26]=2[NH2:27])[CH2:22][CH2:21][CH2:20][CH2:19]1.[NH2:32][C:33]1[S:34][CH:35]=[CH:36][N:37]=1. No catalyst specified. The product is [CH:1]1([CH2:6][O:7][C:9]2[CH:14]=[CH:13][CH:12]=[CH:11][C:10]=2[N+:15]([O-:17])=[O:16])[CH2:5][CH2:4][CH2:3][CH2:2]1.[CH:18]1([CH2:23][O:24][C:25]2[CH:31]=[CH:30][CH:29]=[CH:28][C:26]=2[NH:27][C:6]([NH:32][C:33]2[S:34][CH:35]=[CH:36][N:37]=2)=[O:7])[CH2:19][CH2:20][CH2:21][CH2:22]1. The yield is 0.800. (6) The reactants are [CH3:1][C:2]1([C:10]2[CH:15]=[CH:14][CH:13]=[CH:12][CH:11]=2)[CH2:7][CH2:6][C:5](=[O:8])[CH2:4][C:3]1=[O:9].[H-].[Na+].[F:18][C:19]([F:30])([F:29])[C:20]1[CH:25]=[CH:24][CH:23]=[C:22]([N:26]=[C:27]=[O:28])[CH:21]=1. The catalyst is CN(C)C=O. The product is [F:18][C:19]([F:29])([F:30])[C:20]1[CH:21]=[C:22]([NH:26][C:27]([CH:4]2[C:5](=[O:8])[CH2:6][CH2:7][C:2]([CH3:1])([C:10]3[CH:15]=[CH:14][CH:13]=[CH:12][CH:11]=3)[C:3]2=[O:9])=[O:28])[CH:23]=[CH:24][CH:25]=1. The yield is 0.330.